Dataset: Forward reaction prediction with 1.9M reactions from USPTO patents (1976-2016). Task: Predict the product of the given reaction. (1) Given the reactants [C:1]([O:5][C:6]([N:8]1[CH2:12][CH:11]=[CH:10][C@H:9]1[C:13](=O)[CH:14]=[N+]=[N-])=[O:7])([CH3:4])([CH3:3])[CH3:2].C[OH:19].C(O)(=O)C[C:22](CC(O)=O)(C(O)=O)[OH:23], predict the reaction product. The product is: [C:1]([O:5][C:6]([N:8]1[CH2:12][CH:11]=[CH:10][C@H:9]1[CH2:13][C:14]([O:23][CH3:22])=[O:19])=[O:7])([CH3:4])([CH3:3])[CH3:2]. (2) Given the reactants [NH2:1][C:2]1[C:3]([C:8]([NH:10][C:11]2[CH:16]=[C:15]([NH:17][C:18](=[O:30])[C:19]3[CH:24]=[CH:23][CH:22]=[C:21]([C:25]([C:28]#[N:29])([CH3:27])[CH3:26])[CH:20]=3)[CH:14]=[CH:13][C:12]=2[CH3:31])=[O:9])=[N:4][CH:5]=[CH:6][N:7]=1.[NH:32]1[CH:36]=[CH:35][N:34]=[C:33]1[CH:37]=O.[BH-](OC(C)=O)(OC(C)=O)OC(C)=O.[Na+], predict the reaction product. The product is: [C:28]([C:25]([C:21]1[CH:20]=[C:19]([CH:24]=[CH:23][CH:22]=1)[C:18]([NH:17][C:15]1[CH:14]=[CH:13][C:12]([CH3:31])=[C:11]([NH:10][C:8]([C:3]2[C:2]([NH:1][CH2:37][C:33]3[NH:32][CH:36]=[CH:35][N:34]=3)=[N:7][CH:6]=[CH:5][N:4]=2)=[O:9])[CH:16]=1)=[O:30])([CH3:27])[CH3:26])#[N:29]. (3) Given the reactants [NH2:1][C:2]1[CH:3]=[N:4][C:5]2[C:10]([C:11]=1[NH:12][CH2:13][CH2:14][CH2:15][CH2:16][CH2:17][CH2:18][CH2:19][CH2:20][CH2:21][CH2:22][CH2:23][C:24]([O:26][CH2:27][CH3:28])=[O:25])=[CH:9][CH:8]=[CH:7][CH:6]=2.[C:29](OC)(OC)(OC)[CH2:30][CH2:31][CH3:32].C1(C)C=CC(S([O-])(=O)=O)=CC=1.[NH+]1C=CC=CC=1, predict the reaction product. The product is: [CH2:30]([C:29]1[N:12]([CH2:13][CH2:14][CH2:15][CH2:16][CH2:17][CH2:18][CH2:19][CH2:20][CH2:21][CH2:22][CH2:23][C:24]([O:26][CH2:27][CH3:28])=[O:25])[C:11]2[C:10]3[CH:9]=[CH:8][CH:7]=[CH:6][C:5]=3[N:4]=[CH:3][C:2]=2[N:1]=1)[CH2:31][CH3:32].